The task is: Predict which catalyst facilitates the given reaction.. This data is from Catalyst prediction with 721,799 reactions and 888 catalyst types from USPTO. (1) Product: [Br-:2].[F:11][C:12]1[C:19]([Cl:20])=[CH:18][CH:17]=[CH:16][C:13]=1[CH2:14][Zn+:1]. The catalyst class is: 7. Reactant: [Zn:1].[Br:2]CCBr.C[Si](Cl)(C)C.[F:11][C:12]1[C:19]([Cl:20])=[CH:18][CH:17]=[CH:16][C:13]=1[CH2:14]Br. (2) Product: [CH3:33][N:34]([CH3:41])[CH2:35]/[CH:36]=[CH:37]/[C:38]([N:29]1[CH2:30][CH2:31][CH2:32][C@@H:27]([NH:26][C:19]2[N:20]=[N:21][C:22]([C:23]([NH2:25])=[O:24])=[C:17]([NH:16][C:13]3[CH:14]=[CH:15][C:10]([C:8]([N:2]4[CH2:3][CH2:4][O:5][CH2:6][CH2:7]4)=[O:9])=[CH:11][CH:12]=3)[N:18]=2)[CH2:28]1)=[O:39].[ClH:1]. Reactant: [ClH:1].[N:2]1([C:8]([C:10]2[CH:15]=[CH:14][C:13]([NH:16][C:17]3[N:18]=[C:19]([NH:26][C@@H:27]4[CH2:32][CH2:31][CH2:30][NH:29][CH2:28]4)[N:20]=[N:21][C:22]=3[C:23]([NH2:25])=[O:24])=[CH:12][CH:11]=2)=[O:9])[CH2:7][CH2:6][O:5][CH2:4][CH2:3]1.[CH3:33][N:34]([CH3:41])[CH2:35]/[CH:36]=[CH:37]/[C:38](O)=[O:39].CCN(C(C)C)C(C)C.C1CN([P+](ON2N=NC3C=CC=CC2=3)(N2CCCC2)N2CCCC2)CC1.F[P-](F)(F)(F)(F)F. The catalyst class is: 37.